From a dataset of Peptide-MHC class I binding affinity with 185,985 pairs from IEDB/IMGT. Regression. Given a peptide amino acid sequence and an MHC pseudo amino acid sequence, predict their binding affinity value. This is MHC class I binding data. (1) The peptide sequence is KSLYDEHIK. The MHC is HLA-A03:01 with pseudo-sequence HLA-A03:01. The binding affinity (normalized) is 0.149. (2) The peptide sequence is LPHLCLDYKV. The MHC is HLA-B54:01 with pseudo-sequence HLA-B54:01. The binding affinity (normalized) is 0.851. (3) The peptide sequence is SEMIIPKNFA. The MHC is HLA-B44:03 with pseudo-sequence HLA-B44:03. The binding affinity (normalized) is 0.702. (4) The peptide sequence is GHGTVVLEL. The MHC is HLA-B27:05 with pseudo-sequence HLA-B27:05. The binding affinity (normalized) is 0.0847. (5) The peptide sequence is VVVVNVMTL. The MHC is H-2-Kb with pseudo-sequence H-2-Kb. The binding affinity (normalized) is 0.558.